From a dataset of NCI-60 drug combinations with 297,098 pairs across 59 cell lines. Regression. Given two drug SMILES strings and cell line genomic features, predict the synergy score measuring deviation from expected non-interaction effect. (1) Drug 1: C1CN1P(=S)(N2CC2)N3CC3. Drug 2: CC1C(C(CC(O1)OC2CC(CC3=C2C(=C4C(=C3O)C(=O)C5=CC=CC=C5C4=O)O)(C(=O)C)O)N)O. Cell line: SF-295. Synergy scores: CSS=60.0, Synergy_ZIP=0.0669, Synergy_Bliss=4.06, Synergy_Loewe=5.91, Synergy_HSA=7.58. (2) Cell line: T-47D. Drug 2: COC1=C2C(=CC3=C1OC=C3)C=CC(=O)O2. Drug 1: C1CN(CCN1C(=O)CCBr)C(=O)CCBr. Synergy scores: CSS=5.36, Synergy_ZIP=-0.225, Synergy_Bliss=-12.7, Synergy_Loewe=-9.03, Synergy_HSA=-11.8.